This data is from Forward reaction prediction with 1.9M reactions from USPTO patents (1976-2016). The task is: Predict the product of the given reaction. (1) The product is: [Br:1][C:2]1[CH:3]=[CH:4][C:5]([C@@H:6]2[CH2:15][C@H:7]2[C:8]([O:10][CH2:11][CH3:12])=[O:9])=[CH:13][CH:14]=1. Given the reactants [Br:1][C:2]1[CH:14]=[CH:13][C:5]([CH:6]=[CH:7][C:8]([O:10][CH2:11][CH3:12])=[O:9])=[CH:4][CH:3]=1.[CH2:15](Cl)Cl, predict the reaction product. (2) The product is: [F:13][C:14]1[C:19]([C:23](=[O:24])[CH3:22])=[CH:18][CH:17]=[C:16]([F:20])[N:15]=1. Given the reactants C(NC(C)C)(C)C.[Li]CCCC.[F:13][C:14]1[CH:19]=[CH:18][CH:17]=[C:16]([F:20])[N:15]=1.C1C[O:24][CH2:23][CH2:22]1, predict the reaction product.